The task is: Predict the product of the given reaction.. This data is from Forward reaction prediction with 1.9M reactions from USPTO patents (1976-2016). (1) Given the reactants [Li+].[CH3:2][O-:3].[CH3:4][C:5]1[O:9][C:8]([C:10]2[CH:15]=[CH:14][CH:13]=[CH:12][CH:11]=2)=[N:7][C:6]=1[CH2:16][CH2:17][O:18][C:19]1[C:27]2[CH:26]=[CH:25][S:24][C:23]=2[C:22](C=O)=[CH:21][CH:20]=1.CN([CH:33]=[O:34])C, predict the reaction product. The product is: [CH3:2][O:3][C:33](=[O:34])/[C:8](/[O:9][CH3:5])=[CH:10]/[C:22]1[C:23]2[S:24][CH:25]=[CH:26][C:27]=2[C:19]([O:18][CH2:17][CH2:16][C:6]2[N:7]=[C:8]([C:10]3[CH:11]=[CH:12][CH:13]=[CH:14][CH:15]=3)[O:9][C:5]=2[CH3:4])=[CH:20][CH:21]=1. (2) Given the reactants Cl.Cl.Cl.[O:4]1[C:12]2[CH:11]=[CH:10][N:9]=[C:8]([N:13]3[CH2:18][CH2:17][N:16]([CH2:19][CH2:20][C@H:21]4[CH2:26][CH2:25][C@H:24]([NH2:27])[CH2:23][CH2:22]4)[CH2:15][CH2:14]3)[C:7]=2[CH2:6][CH2:5]1.[F:28][C:29]1[CH:37]=[CH:36][C:32]([C:33](O)=[O:34])=[CH:31][CH:30]=1, predict the reaction product. The product is: [O:4]1[C:12]2[CH:11]=[CH:10][N:9]=[C:8]([N:13]3[CH2:18][CH2:17][N:16]([CH2:19][CH2:20][C@H:21]4[CH2:26][CH2:25][C@H:24]([NH:27][C:33](=[O:34])[C:32]5[CH:36]=[CH:37][C:29]([F:28])=[CH:30][CH:31]=5)[CH2:23][CH2:22]4)[CH2:15][CH2:14]3)[C:7]=2[CH2:6][CH2:5]1. (3) The product is: [CH2:25]([N:13]1[C:14]2[C:19](=[CH:18][CH:17]=[CH:16][C:15]=2[F:20])[C:11]([C:4]2[CH:5]=[CH:6][C:7]([O:9][CH3:10])=[CH:8][C:3]=2[O:2][CH3:1])=[N:12]1)[CH:24]=[CH2:23]. Given the reactants [CH3:1][O:2][C:3]1[CH:8]=[C:7]([O:9][CH3:10])[CH:6]=[CH:5][C:4]=1[C:11]1[C:19]2[C:14](=[C:15]([F:20])[CH:16]=[CH:17][CH:18]=2)[NH:13][N:12]=1.[H-].[Na+].[CH2:23](Br)[CH:24]=[CH2:25], predict the reaction product. (4) Given the reactants [Br:1][C:2]1[CH:3]=[N:4][C:5]([F:10])=[C:6]([CH:9]=1)[CH:7]=[O:8].[BH4-].[Na+], predict the reaction product. The product is: [Br:1][C:2]1[CH:9]=[C:6]([CH2:7][OH:8])[C:5]([F:10])=[N:4][CH:3]=1. (5) Given the reactants [C:1]1([C:7]2[O:8][CH:9]=[C:10]([CH2:12][CH2:13][OH:14])[N:11]=2)[CH:6]=[CH:5][CH:4]=[CH:3][CH:2]=1.[H-].[Na+].[CH2:17](Br)[C:18]1[CH:23]=[CH:22][CH:21]=[CH:20][CH:19]=1, predict the reaction product. The product is: [CH2:17]([O:14][CH2:13][CH2:12][C:10]1[N:11]=[C:7]([C:1]2[CH:2]=[CH:3][CH:4]=[CH:5][CH:6]=2)[O:8][CH:9]=1)[C:18]1[CH:23]=[CH:22][CH:21]=[CH:20][CH:19]=1. (6) Given the reactants [OH:1][CH2:2][C:3]1[O:7][N:6]=[C:5]([C:8]2[CH:13]=[CH:12][CH:11]=[CH:10][N:9]=2)[C:4]=1[CH2:14][O:15][C:16]1[CH:24]=[CH:23][C:19]([C:20]([OH:22])=O)=[CH:18][N:17]=1.[NH2:25][N:26]1[CH2:31][CH2:30][O:29][CH2:28][CH2:27]1.F[B-](F)(F)F.C[N+](C)=C(N(C)C)ON1C2C=CC=CC=2N=N1.C(N(CC)C(C)C)(C)C, predict the reaction product. The product is: [OH:1][CH2:2][C:3]1[O:7][N:6]=[C:5]([C:8]2[CH:13]=[CH:12][CH:11]=[CH:10][N:9]=2)[C:4]=1[CH2:14][O:15][C:16]1[CH:24]=[CH:23][C:19]([C:20]([NH:25][N:26]2[CH2:31][CH2:30][O:29][CH2:28][CH2:27]2)=[O:22])=[CH:18][N:17]=1. (7) Given the reactants [F:1][C:2]1[CH:7]=[CH:6][C:5]([C:8]2[CH:13]=[CH:12][C:11]([C:14]([OH:16])=O)=[CH:10][CH:9]=2)=[CH:4][CH:3]=1.Cl.[CH2:18]([O:20][C:21]([C:23]1([CH2:29][CH:30]2[CH2:32][CH2:31]2)[CH2:28][CH2:27][NH:26][CH2:25][CH2:24]1)=[O:22])[CH3:19].CN(C(ON1N=NC2C=CC=CC1=2)=[N+](C)C)C.[B-](F)(F)(F)F.CCN(C(C)C)C(C)C, predict the reaction product. The product is: [CH2:18]([O:20][C:21]([C:23]1([CH2:29][CH:30]2[CH2:31][CH2:32]2)[CH2:24][CH2:25][N:26]([C:14]([C:11]2[CH:10]=[CH:9][C:8]([C:5]3[CH:4]=[CH:3][C:2]([F:1])=[CH:7][CH:6]=3)=[CH:13][CH:12]=2)=[O:16])[CH2:27][CH2:28]1)=[O:22])[CH3:19]. (8) Given the reactants [N:1]([C:4]1[CH:5]=[N:6][CH:7]=[CH:8][C:9]=1[O:10][CH3:11])=[C:2]=[S:3].[NH3:12], predict the reaction product. The product is: [CH3:11][O:10][C:9]1[CH:8]=[CH:7][N:6]=[CH:5][C:4]=1[NH:1][C:2]([NH2:12])=[S:3]. (9) Given the reactants [CH2:1]([C:3]1[CH:8]=[CH:7][C:6]([C:9]2[CH:13]=[C:12]([CH3:14])[S:11][C:10]=2[C:15](OC)=[O:16])=[CH:5][CH:4]=1)[CH3:2].CCOCC.[H-].[H-].[H-].[H-].[Li+].[Al+3], predict the reaction product. The product is: [CH2:1]([C:3]1[CH:4]=[CH:5][C:6]([C:9]2[CH:13]=[C:12]([CH3:14])[S:11][C:10]=2[CH2:15][OH:16])=[CH:7][CH:8]=1)[CH3:2].